Dataset: Full USPTO retrosynthesis dataset with 1.9M reactions from patents (1976-2016). Task: Predict the reactants needed to synthesize the given product. (1) Given the product [N+:8]([C:5]1[CH:6]=[CH:7][C:2](=[O:1])[N:3]([C:11]2[CH:16]=[CH:15][CH:14]=[CH:13][CH:12]=2)[CH:4]=1)([O-:10])=[O:9], predict the reactants needed to synthesize it. The reactants are: [OH:1][C:2]1[CH:7]=[CH:6][C:5]([N+:8]([O-:10])=[O:9])=[CH:4][N:3]=1.[C:11]1(B(O)O)[CH:16]=[CH:15][CH:14]=[CH:13][CH:12]=1.N1C=CC=CC=1.C(N(CC)CC)C. (2) Given the product [C:1]([C:3]1[CH:8]=[CH:7][C:6]([C:14]2[N:19]=[C:18]([NH:20][CH3:21])[N:17]=[C:16]([N:22]3[C@H:27]([CH2:28][CH3:29])[CH2:26][O:25][C@H:24]([C:30]([NH:32][CH2:33][C:34]4[CH:39]=[CH:38][CH:37]=[CH:36][CH:35]=4)=[O:31])[CH2:23]3)[CH:15]=2)=[CH:5][C:4]=1[F:12])#[N:2], predict the reactants needed to synthesize it. The reactants are: [C:1]([C:3]1[CH:8]=[CH:7][C:6](B(O)O)=[CH:5][C:4]=1[F:12])#[N:2].Cl[C:14]1[N:19]=[C:18]([NH:20][CH3:21])[N:17]=[C:16]([N:22]2[C@H:27]([CH2:28][CH3:29])[CH2:26][O:25][C@H:24]([C:30]([NH:32][CH2:33][C:34]3[CH:39]=[CH:38][CH:37]=[CH:36][CH:35]=3)=[O:31])[CH2:23]2)[CH:15]=1.C([O-])(O)=O.[Na+]. (3) Given the product [C:41]([N:44]1[CH2:49][CH2:48][N:47]([CH:12]2[N:11]([CH3:15])[C:10]3[N:16]=[CH:17][N:18]=[C:19]([C:20]4[CH:25]=[CH:24][CH:23]=[CH:22][C:21]=4[CH3:26])[C:9]=3[C:8](=[O:31])[N:7]([CH2:6][C:5]3[CH:4]=[C:3]([C:2]([F:39])([F:40])[F:1])[CH:34]=[C:33]([C:35]([F:38])([F:36])[F:37])[CH:32]=3)[CH2:14][CH2:13]2)[CH2:46][CH2:45]1)(=[O:43])[CH3:42], predict the reactants needed to synthesize it. The reactants are: [F:1][C:2]([F:40])([F:39])[C:3]1[CH:4]=[C:5]([CH:32]=[C:33]([C:35]([F:38])([F:37])[F:36])[CH:34]=1)[CH2:6][N:7]1[CH2:14][CH2:13][CH2:12][N:11]([CH3:15])[C:10]2[N:16]=[C:17](S(C)(=O)=O)[N:18]=[C:19]([C:20]3[CH:25]=[CH:24][CH:23]=[CH:22][C:21]=3[CH3:26])[C:9]=2[C:8]1=[O:31].[C:41]([N:44]1[CH2:49][CH2:48][NH:47][CH2:46][CH2:45]1)(=[O:43])[CH3:42]. (4) Given the product [CH:16]1([CH2:21][C:22]2[N:23]([CH2:2][C:3]3[C:12]4[C:7](=[C:8]([F:14])[C:9]([F:13])=[CH:10][CH:11]=4)[NH:6][C:5](=[O:15])[CH:4]=3)[C:24]3[CH:30]=[CH:29][CH:28]=[CH:27][C:25]=3[N:26]=2)[CH2:17][CH2:18][CH2:19][CH2:20]1, predict the reactants needed to synthesize it. The reactants are: Br[CH2:2][C:3]1[C:12]2[C:7](=[C:8]([F:14])[C:9]([F:13])=[CH:10][CH:11]=2)[NH:6][C:5](=[O:15])[CH:4]=1.[CH:16]1([CH2:21][C:22]2[NH:26][C:25]3[CH:27]=[CH:28][CH:29]=[CH:30][C:24]=3[N:23]=2)[CH2:20][CH2:19][CH2:18][CH2:17]1.